This data is from Full USPTO retrosynthesis dataset with 1.9M reactions from patents (1976-2016). The task is: Predict the reactants needed to synthesize the given product. Given the product [CH3:16][C:8]1[C:9]2[C:10](=[CH:11][N:12]=[CH:13][CH:14]=2)[S:15][C:7]=1[C:5]1[CH:4]=[CH:3][N:19]=[C:20]([NH2:22])[N:21]=1, predict the reactants needed to synthesize it. The reactants are: CN(C)/[CH:3]=[CH:4]/[C:5]([C:7]1[S:15][C:10]2=[CH:11][N:12]=[CH:13][CH:14]=[C:9]2[C:8]=1[CH3:16])=O.Cl.[NH2:19][C:20]([NH2:22])=[NH:21].C([O-])([O-])=O.[K+].[K+].